From a dataset of Forward reaction prediction with 1.9M reactions from USPTO patents (1976-2016). Predict the product of the given reaction. (1) Given the reactants [F:1][C:2]1[CH:3]=[C:4]([NH:13][C:14](=[O:60])[C@@H:15]([NH:42][C:43]([C@H:45]2[CH2:50][CH2:49][C@H:48]([CH2:51][NH:52]C(=O)OC(C)(C)C)[CH2:47][CH2:46]2)=[O:44])[CH2:16][C:17]2[CH:22]=[CH:21][C:20]([C:23]3[CH:28]=[CH:27][C:26]([C:29](=[O:40])[NH:30][CH:31]4[CH2:36][CH2:35][N:34]([CH:37]([CH3:39])[CH3:38])[CH2:33][CH2:32]4)=[CH:25][C:24]=3[CH3:41])=[CH:19][CH:18]=2)[CH:5]=[CH:6][C:7]=1[C:8]1[N:9]=[N:10][NH:11][N:12]=1.[ClH:61].C(#N)C, predict the reaction product. The product is: [ClH:61].[NH2:52][CH2:51][C@H:48]1[CH2:47][CH2:46][C@H:45]([C:43]([NH:42][C@H:15]([C:14]([NH:13][C:4]2[CH:5]=[CH:6][C:7]([C:8]3[N:9]=[N:10][NH:11][N:12]=3)=[C:2]([F:1])[CH:3]=2)=[O:60])[CH2:16][C:17]2[CH:18]=[CH:19][C:20]([C:23]3[CH:28]=[CH:27][C:26]([C:29]([NH:30][CH:31]4[CH2:32][CH2:33][N:34]([CH:37]([CH3:39])[CH3:38])[CH2:35][CH2:36]4)=[O:40])=[CH:25][C:24]=3[CH3:41])=[CH:21][CH:22]=2)=[O:44])[CH2:50][CH2:49]1. (2) The product is: [F:1][C:2]1[CH:7]=[CH:6][C:5]([O:8][C:9](=[O:33])[N:10]([C@@H:12]2[C@@H:16]([C:17]3[CH:22]=[CH:21][C:20]([Cl:23])=[C:19]([Cl:24])[CH:18]=3)[CH2:15][N:14]([C:25]([CH:27]3[CH2:32][CH2:31][N:30]([C:43](=[O:46])[CH2:44][CH3:45])[CH2:29][CH2:28]3)=[O:26])[CH2:13]2)[CH3:11])=[CH:4][CH:3]=1. Given the reactants [F:1][C:2]1[CH:7]=[CH:6][C:5]([O:8][C:9](=[O:33])[N:10]([C@@H:12]2[C@@H:16]([C:17]3[CH:22]=[CH:21][C:20]([Cl:23])=[C:19]([Cl:24])[CH:18]=3)[CH2:15][N:14]([C:25]([CH:27]3[CH2:32][CH2:31][NH:30][CH2:29][CH2:28]3)=[O:26])[CH2:13]2)[CH3:11])=[CH:4][CH:3]=1.C(N(CC)C(C)C)(C)C.[C:43](Cl)(=[O:46])[CH2:44][CH3:45].C(=O)([O-])[O-].[Na+].[Na+], predict the reaction product. (3) Given the reactants [C:1]1(=[O:7])[O:6][C:4](=[O:5])[CH:3]=[CH:2]1.[N:8]([CH2:15][CH2:16][OH:17])([CH2:12][CH2:13][OH:14])[CH2:9][CH2:10][OH:11], predict the reaction product. The product is: [C:4]1(=[O:5])[O:6][C:1](=[O:7])[CH:2]=[CH:3]1.[N:8]([CH2:15][CH2:16][OH:17])([CH2:12][CH2:13][OH:14])[CH2:9][CH2:10][OH:11]. (4) Given the reactants Cl.C(OCC)(=O)C.[F:8][CH:9]([F:29])[CH2:10][O:11][CH:12]1[C:17]([O:20][CH3:21])([O:18][CH3:19])[CH2:16][CH2:15][N:14]([C:22](OC(C)(C)C)=[O:23])[CH2:13]1.C(NC(C)C)(C)C.[F:37][C:38]([F:49])([F:48])C(OC(=O)[C:38]([F:49])([F:48])[F:37])=O, predict the reaction product. The product is: [F:8][CH:9]([F:29])[CH2:10][O:11][CH:12]1[C:17]([O:20][CH3:21])([O:18][CH3:19])[CH2:16][CH2:15][N:14]([C:22](=[O:23])[C:38]([F:49])([F:48])[F:37])[CH2:13]1. (5) Given the reactants [NH:1]1[C@@H:10]2[C@@H:5]([CH2:6][CH2:7][CH2:8][CH2:9]2)[NH:4][C:3](=O)[C:2]1=O.[H-].[H-].[H-].[H-].[Li+].[Al+3], predict the reaction product. The product is: [NH:1]1[C@@H:10]2[C@@H:5]([CH2:6][CH2:7][CH2:8][CH2:9]2)[NH:4][CH2:3][CH2:2]1. (6) Given the reactants [CH2:1]([O:3][C:4](=[O:6])[CH3:5])[CH3:2].Cl.[CH3:8][O:9][C:10]1[CH:15]=[CH:14][C:13]([NH:16][NH2:17])=[CH:12][CH:11]=1.C(N(CC)CC)C.C(C(O)C([O-])=O)C, predict the reaction product. The product is: [CH2:1]([O:3][C:4](=[O:6])[CH:5]=[N:17][NH:16][C:13]1[CH:14]=[CH:15][C:10]([O:9][CH3:8])=[CH:11][CH:12]=1)[CH3:2].